This data is from M1 muscarinic receptor antagonist screen with 61,756 compounds. The task is: Binary Classification. Given a drug SMILES string, predict its activity (active/inactive) in a high-throughput screening assay against a specified biological target. (1) The molecule is S(=O)(=O)(c1nc(oc1N1CCCC1)c1ccc(OC)cc1)c1ccc(cc1)C. The result is 0 (inactive). (2) The drug is Fc1cc(Nc2nc(/[nH]c(c2)C)=C2\C(=O)C=CC=C2)ccc1. The result is 0 (inactive). (3) The drug is Brc1cc2c(NC(=O)CN3CCN(C4CCCCC4)CC3)c([nH]c2cc1)C(OC)=O. The result is 1 (active). (4) The drug is O1c2c(OCC1)ccc(c2)/C=N\n1c(nnc1C)C. The result is 0 (inactive). (5) The molecule is S=c1n(C2OC(C(OC(=O)C)C2OC(=O)C)COC(=O)C)ccc(=O)[nH]1. The result is 0 (inactive). (6) The compound is FC(F)(F)c1c(NC(=O)NC(C)C(OC)=O)cccc1. The result is 0 (inactive). (7) The drug is S(=O)(=O)(N1CCCCC1)c1c(OCC)ccc(c1)C. The result is 0 (inactive). (8) The molecule is O1N(C(C2C1C(=O)N(C2=O)c1ccc(OCCC)cc1)c1cc(OC)c(O)cc1)c1ccccc1. The result is 0 (inactive). (9) The molecule is S(Cc1nc(Nc2ccc(cc2)C)nc(n1)N)c1nc(N)c(cn1)C(OCC)=O. The result is 0 (inactive). (10) The drug is O=C(NC1CCCCC1)C1CN(C(CC)C)C(=O)C1. The result is 0 (inactive).